Predict the product of the given reaction. From a dataset of Forward reaction prediction with 1.9M reactions from USPTO patents (1976-2016). (1) Given the reactants C(OC([NH:8][CH2:9][CH2:10][N:11]([CH3:25])[CH2:12][CH2:13][NH:14][C:15]([C:17]1[N:18]=[CH:19][C:20]([CH3:24])=[N+:21]([O-:23])[CH:22]=1)=[O:16])=O)(C)(C)C, predict the reaction product. The product is: [NH2:8][CH2:9][CH2:10][N:11]([CH3:25])[CH2:12][CH2:13][NH:14][C:15]([C:17]1[N:18]=[CH:19][C:20]([CH3:24])=[N+:21]([O-:23])[CH:22]=1)=[O:16]. (2) Given the reactants [CH2:1]([NH:3][CH2:4][C:5]1[CH:10]=[CH:9][CH:8]=[CH:7][C:6]=1[NH2:11])[CH3:2].Cl[C:13]1[N:18]=[N:17][C:16]([C:19]([NH2:21])=[O:20])=[CH:15][CH:14]=1.C(N(C(C)C)CC)(C)C, predict the reaction product. The product is: [CH2:1]([N:3]([C:13]1[N:18]=[N:17][C:16]([C:19]([NH2:21])=[O:20])=[CH:15][CH:14]=1)[CH2:4][C:5]1[CH:10]=[CH:9][CH:8]=[CH:7][C:6]=1[NH2:11])[CH3:2]. (3) Given the reactants [CH3:1][O:2][C:3]1[C:4]([CH2:11][S:12][C:13]2[NH:17][C:16]3[CH:18]=[CH:19][C:20]([O:22][CH2:23][CH2:24][CH2:25][CH2:26][CH2:27][NH:28]C(=O)OC(C)(C)C)=[CH:21][C:15]=3[N:14]=2)=[N:5][CH:6]=[CH:7][C:8]=1[O:9][CH3:10].[ClH:36].O1CCOCC1, predict the reaction product. The product is: [ClH:36].[CH3:1][O:2][C:3]1[C:4]([CH2:11][S:12][C:13]2[NH:17][C:16]3[CH:18]=[CH:19][C:20]([O:22][CH2:23][CH2:24][CH2:25][CH2:26][CH2:27][NH2:28])=[CH:21][C:15]=3[N:14]=2)=[N:5][CH:6]=[CH:7][C:8]=1[O:9][CH3:10]. (4) Given the reactants [C:1]([O:5][C:6](=[O:38])[NH:7][C:8]([C:10]1[CH:15]=[CH:14][C:13]([CH2:16][NH:17][C:18]([C@H:20]2[N:24]3[C:25](=[O:37])[C:26]([NH:29][CH2:30][C:31]4[CH:36]=[CH:35][CH:34]=CC=4)=[CH:27][N:28]=[C:23]3[CH2:22][CH2:21]2)=[O:19])=[CH:12][CH:11]=1)=[NH:9])([CH3:4])([CH3:3])[CH3:2].C(OC(=O)NC(C1C=CC(CNC([C@H]2N3C(=O)C(N)=CN=C3CC2)=O)=CC=1)=N)(C)(C)C.C1(=O)CCCC1.[BH-](OC(C)=O)(OC(C)=O)OC(C)=O.[Na+], predict the reaction product. The product is: [C:1]([O:5][C:6](=[O:38])[NH:7][C:8]([C:10]1[CH:15]=[CH:14][C:13]([CH2:16][NH:17][C:18]([C@H:20]2[N:24]3[C:25](=[O:37])[C:26]([NH:29][CH:30]4[CH2:31][CH2:36][CH2:35][CH2:34]4)=[CH:27][N:28]=[C:23]3[CH2:22][CH2:21]2)=[O:19])=[CH:12][CH:11]=1)=[NH:9])([CH3:4])([CH3:3])[CH3:2]. (5) Given the reactants [C:1]1([CH:7]2[CH2:16][CH2:15][C:14]3[C:9](=[CH:10][CH:11]=[C:12]([O:17][C:18]4[N:23]=[CH:22][C:21]([NH2:24])=[CH:20][CH:19]=4)[CH:13]=3)[O:8]2)[CH:6]=[CH:5][CH:4]=[CH:3][CH:2]=1.N1CCC(C(O)=O)CC1.C([O:38][C:39](=[O:50])[C@@H:40]([NH:46]C(O)=O)[CH2:41][CH2:42][C:43](O)=[O:44])(C)(C)C, predict the reaction product. The product is: [NH2:46][C@@H:40]([CH2:41][CH2:42][C:43](=[O:44])[NH:24][C:21]1[CH:22]=[N:23][C:18]([O:17][C:12]2[CH:13]=[C:14]3[C:9](=[CH:10][CH:11]=2)[O:8][CH:7]([C:1]2[CH:6]=[CH:5][CH:4]=[CH:3][CH:2]=2)[CH2:16][CH2:15]3)=[CH:19][CH:20]=1)[C:39]([OH:50])=[O:38]. (6) Given the reactants [F:1][C:2]([F:24])([F:23])[O:3][C:4]1[CH:9]=[CH:8][C:7]([N:10]2[CH2:15][CH2:14][N:13]([C:16]3[CH:21]=[CH:20][C:19]([OH:22])=[CH:18][CH:17]=3)[CH2:12][CH2:11]2)=[CH:6][CH:5]=1.[H-].[Na+].Cl[C:28]1[N:29]([CH2:36][C@:37]2([CH3:40])[CH2:39][O:38]2)[CH:30]=[C:31]([N+:33]([O-:35])=[O:34])[N:32]=1, predict the reaction product. The product is: [CH3:39][C@@:37]1([CH2:40][O:22][C:19]2[CH:20]=[CH:21][C:16]([N:13]3[CH2:14][CH2:15][N:10]([C:7]4[CH:8]=[CH:9][C:4]([O:3][C:2]([F:1])([F:23])[F:24])=[CH:5][CH:6]=4)[CH2:11][CH2:12]3)=[CH:17][CH:18]=2)[O:38][C:28]2=[N:32][C:31]([N+:33]([O-:35])=[O:34])=[CH:30][N:29]2[CH2:36]1.